Dataset: Full USPTO retrosynthesis dataset with 1.9M reactions from patents (1976-2016). Task: Predict the reactants needed to synthesize the given product. (1) Given the product [F:17][C:2]1[C:11]2[C:6](=[CH:7][C:8]([O:13][CH3:14])=[C:9]([F:12])[CH:10]=2)[C:5]([O:15][CH3:16])=[CH:4][N:3]=1, predict the reactants needed to synthesize it. The reactants are: Cl[C:2]1[C:11]2[C:6](=[CH:7][C:8]([O:13][CH3:14])=[C:9]([F:12])[CH:10]=2)[C:5]([O:15][CH3:16])=[CH:4][N:3]=1.[F-:17].[Cs+]. (2) Given the product [CH3:1][C@H:2]1[CH2:7][C@@H:6]([C:8]([O:10][CH3:11])=[O:9])[CH2:5][CH2:4][N:3]1[C:12]([O:14][C:15]([CH3:18])([CH3:17])[CH3:16])=[O:13], predict the reactants needed to synthesize it. The reactants are: [CH3:1][C@H:2]1[CH2:7][C@@H:6]([C:8]([O:10][CH3:11])=[O:9])[CH2:5][CH2:4][NH:3]1.[C:12](O[C:12]([O:14][C:15]([CH3:18])([CH3:17])[CH3:16])=[O:13])([O:14][C:15]([CH3:18])([CH3:17])[CH3:16])=[O:13].